This data is from Catalyst prediction with 721,799 reactions and 888 catalyst types from USPTO. The task is: Predict which catalyst facilitates the given reaction. (1) Product: [CH3:53][O:54][C:55]1[CH:60]=[CH:59][C:58]([O:61][CH3:62])=[CH:57][C:56]=1[C:63]1[CH:68]=[CH:67][CH:66]=[C:65]([NH:69][C:24]([C:19]2[C:20](=[O:23])[O:21][C:22]3[C:17]([CH:18]=2)=[CH:16][CH:15]=[CH:14][C:13]=3[O:12][C:11]([F:10])([F:28])[F:27])=[O:26])[CH:64]=1. The catalyst class is: 3. Reactant: CCN(C(C)C)C(C)C.[F:10][C:11]([F:28])([F:27])[O:12][C:13]1[CH:14]=[CH:15][CH:16]=[C:17]2[C:22]=1[O:21][C:20](=[O:23])[C:19]([C:24]([OH:26])=O)=[CH:18]2.CN(C(ON1N=NC2C=CC=NC1=2)=[N+](C)C)C.F[P-](F)(F)(F)(F)F.[CH3:53][O:54][C:55]1[CH:60]=[CH:59][C:58]([O:61][CH3:62])=[CH:57][C:56]=1[C:63]1[CH:68]=[CH:67][CH:66]=[C:65]([NH2:69])[CH:64]=1. (2) Reactant: [C:1]([O:5][C:6](=[O:15])[C:7]([CH3:14])([CH3:13])[CH2:8][CH2:9][CH2:10][CH2:11]Br)([CH3:4])([CH3:3])[CH3:2].[I-:16].[Na+]. Product: [C:1]([O:5][C:6](=[O:15])[C:7]([CH3:14])([CH3:13])[CH2:8][CH2:9][CH2:10][CH2:11][I:16])([CH3:4])([CH3:3])[CH3:2]. The catalyst class is: 21. (3) Reactant: [CH3:1][C@H:2]([C:15]([OH:17])=[O:16])[C:3]1[CH:4]=[CH:5][C:6]2[CH:7]=[C:8]([O:13][CH3:14])[CH:9]=[CH:10][C:11]=2[CH:12]=1.[NH:18]1[CH:22]=[CH:21][N:20]=[CH:19]1.[Na:23].[CH:24]1[N:28]([CH2:29][O:30][CH2:31][CH2:32][OH:33])[C:27]2[N:34]=[C:35]([NH2:39])[N:36]=[C:37]([OH:38])[C:26]=2[N:25]=1. Product: [CH:24]1[N:28]([CH2:29][O:30][CH2:31][CH2:32][OH:33])[C:27]2[N:34]=[C:35]([NH2:39])[N:36]=[C:37]([OH:38])[C:26]=2[N:25]=1.[NH:18]1[CH:22]=[CH:21][N:20]=[CH:19]1.[Na:23].[CH3:1][C@H:2]([C:15]([OH:17])=[O:16])[C:3]1[CH:4]=[CH:5][C:6]2[CH:7]=[C:8]([O:13][CH3:14])[CH:9]=[CH:10][C:11]=2[CH:12]=1. The catalyst class is: 6. (4) Reactant: [NH2:1][C:2]1[C:3]([C:25]([O:27][CH2:28][CH3:29])=[O:26])=[N:4][C:5]([N:15]2[C:19]3[CH:20]=[C:21]([F:24])[CH:22]=[CH:23][C:18]=3[N:17]=[CH:16]2)=[N:6][C:7]=1[NH:8][CH:9]1[CH2:14][CH2:13][O:12][CH2:11][CH2:10]1.[C:30](C1NC=CN=1)(C1NC=CN=1)=[O:31]. The catalyst class is: 1. Product: [F:24][C:21]1[CH:22]=[CH:23][C:18]2[N:17]=[CH:16][N:15]([C:5]3[N:6]=[C:7]4[C:2]([NH:1][C:30](=[O:31])[N:8]4[CH:9]4[CH2:10][CH2:11][O:12][CH2:13][CH2:14]4)=[C:3]([C:25]([O:27][CH2:28][CH3:29])=[O:26])[N:4]=3)[C:19]=2[CH:20]=1. (5) Reactant: [Br:1][C:2]1[CH:7]=[C:6]([N+:8]([O-:10])=[O:9])[C:5]([NH2:11])=[C:4]([CH3:12])[CH:3]=1.[C:13]([CH2:17][C:18](Cl)=[O:19])([CH3:16])([CH3:15])[CH3:14].O. Product: [Br:1][C:2]1[CH:7]=[C:6]([N+:8]([O-:10])=[O:9])[C:5]([NH:11][C:18](=[O:19])[CH2:17][C:13]([CH3:16])([CH3:15])[CH3:14])=[C:4]([CH3:12])[CH:3]=1. The catalyst class is: 10. (6) Reactant: N(C(OC(C)C)=O)=NC(OC(C)C)=O.[NH2:15][C:16]1[C:24]2[C:19](=[N:20][C:21]([CH3:27])=[CH:22][C:23]=2[CH2:25][OH:26])[S:18][C:17]=1[C:28]([NH2:30])=[O:29].[C:31]1(O)[CH:36]=[CH:35][CH:34]=[CH:33][CH:32]=1.C1C=CC(P(C2C=CC=CC=2)C2C=CC=CC=2)=CC=1. Product: [NH2:15][C:16]1[C:24]2[C:19](=[N:20][C:21]([CH3:27])=[CH:22][C:23]=2[CH2:25][O:26][C:31]2[CH:36]=[CH:35][CH:34]=[CH:33][CH:32]=2)[S:18][C:17]=1[C:28]([NH2:30])=[O:29]. The catalyst class is: 1. (7) Reactant: [Br:1][C:2]1[N:7]=[C:6]2[N:8]([CH2:12][C:13]3[CH:18]=[CH:17][C:16]([C:19]([OH:21])=[O:20])=[CH:15][C:14]=3[Cl:22])[C:9]([CH3:11])=[N:10][C:5]2=[CH:4][CH:3]=1.C(=O)([O-])[O-].[K+].[K+].[CH:29](I)([CH3:31])[CH3:30].O. Product: [Br:1][C:2]1[N:7]=[C:6]2[N:8]([CH2:12][C:13]3[CH:18]=[CH:17][C:16]([C:19]([O:21][CH:29]([CH3:31])[CH3:30])=[O:20])=[CH:15][C:14]=3[Cl:22])[C:9]([CH3:11])=[N:10][C:5]2=[CH:4][CH:3]=1. The catalyst class is: 42.